The task is: Predict the reactants needed to synthesize the given product.. This data is from Full USPTO retrosynthesis dataset with 1.9M reactions from patents (1976-2016). (1) Given the product [CH:7]1([CH2:12][C@H:13]([CH2:34][N:35]([CH:44]=[O:45])[O:36][CH2:37][C:38]2[CH:39]=[CH:40][CH:41]=[CH:42][CH:43]=2)[C:14]([N:16]2[C@H:20]([C:21]([NH:51][C:52]3[CH:57]=[CH:56][N:55]=[CH:54][N:53]=3)=[O:23])[CH2:19][CH2:18][N:17]2[CH3:24])=[O:15])[CH2:11][CH2:10][CH2:9][CH2:8]1, predict the reactants needed to synthesize it. The reactants are: CN1C=CN=C1.[CH:7]1([CH2:12][C@H:13]([CH2:34][N:35]([CH:44]=[O:45])[O:36][CH2:37][C:38]2[CH:43]=[CH:42][CH:41]=[CH:40][CH:39]=2)[C:14]([N:16]2[C@H:20]([C:21]([OH:23])=O)[CH2:19][CH2:18][N:17]2[C:24](OCC2C=CC=CC=2)=O)=[O:15])[CH2:11][CH2:10][CH2:9][CH2:8]1.S(Cl)(C)(=O)=O.[NH2:51][C:52]1[CH:57]=[CH:56][N:55]=[CH:54][N:53]=1. (2) Given the product [N:1]1[N:5]2[C:6]3[CH2:13][CH2:12][N:11]([C:14]4[CH:15]=[C:16]([CH:21]=[CH:22][CH:23]=4)[C:17]([OH:19])=[O:18])[CH2:10][C:7]=3[CH:8]=[N:9][C:4]2=[CH:3][CH:2]=1, predict the reactants needed to synthesize it. The reactants are: [N:1]1[N:5]2[C:6]3[CH2:13][CH2:12][N:11]([C:14]4[CH:15]=[C:16]([CH:21]=[CH:22][CH:23]=4)[C:17]([O:19]C)=[O:18])[CH2:10][C:7]=3[CH:8]=[N:9][C:4]2=[CH:3][CH:2]=1.O1CCCC1.[OH-].[Na+].Cl. (3) Given the product [CH3:30][O:29][C:26]1[CH:27]=[C:28]2[C:23](=[CH:24][C:25]=1[O:31][CH3:32])[N:22]=[CH:21][CH:20]=[C:19]2[O:18][C:17]1[CH:33]=[CH:34][C:14]([S:13]([CH2:12][CH2:11][O:10][C:9]2[CH:8]=[CH:7][C:6]([F:5])=[CH:36][C:35]=2[N+:1]([O-:4])=[O:2])=[O:38])=[CH:15][CH:16]=1, predict the reactants needed to synthesize it. The reactants are: [N+:1]([O-:4])(O)=[O:2].[F:5][C:6]1[CH:36]=[CH:35][C:9]([O:10][CH2:11][CH2:12][S:13][C:14]2[CH:34]=[CH:33][C:17]([O:18][C:19]3[C:28]4[C:23](=[CH:24][C:25]([O:31][CH3:32])=[C:26]([O:29][CH3:30])[CH:27]=4)[N:22]=[CH:21][CH:20]=3)=[CH:16][CH:15]=2)=[CH:8][CH:7]=1.C(=O)([O-])[OH:38].[Na+]. (4) Given the product [C:16]([C:2]1[C:11]2[CH2:10][CH2:9][CH2:8][CH2:7][C:6]=2[C:5]([NH:12][C:13](=[O:15])[CH3:14])=[CH:4][CH:3]=1)#[N:17], predict the reactants needed to synthesize it. The reactants are: Br[C:2]1[C:11]2[CH2:10][CH2:9][CH2:8][CH2:7][C:6]=2[C:5]([NH:12][C:13](=[O:15])[CH3:14])=[CH:4][CH:3]=1.[C:16]([Cu])#[N:17]. (5) Given the product [C:1]([C:5]1[CH:10]=[CH:9][N+:8]([O-:13])=[CH:7][CH:6]=1)([CH3:4])([CH3:3])[CH3:2], predict the reactants needed to synthesize it. The reactants are: [C:1]([C:5]1[CH:10]=[CH:9][N:8]=[CH:7][CH:6]=1)([CH3:4])([CH3:3])[CH3:2].OO.[O-:13]S([O-])(=O)=O.[Mg+2].